Regression. Given a peptide amino acid sequence and an MHC pseudo amino acid sequence, predict their binding affinity value. This is MHC class I binding data. From a dataset of Peptide-MHC class I binding affinity with 185,985 pairs from IEDB/IMGT. (1) The peptide sequence is AVNNLVELK. The MHC is HLA-A03:01 with pseudo-sequence HLA-A03:01. The binding affinity (normalized) is 0.281. (2) The peptide sequence is TMHANYIFWR. The binding affinity (normalized) is 0.557. The MHC is HLA-A33:01 with pseudo-sequence HLA-A33:01. (3) The peptide sequence is RQLANAIFK. The MHC is HLA-A03:01 with pseudo-sequence HLA-A03:01. The binding affinity (normalized) is 0.798. (4) The peptide sequence is ATNDGLIKK. The MHC is HLA-B48:01 with pseudo-sequence HLA-B48:01. The binding affinity (normalized) is 0.0847. (5) The peptide sequence is GTKGKLYIAL. The MHC is HLA-A02:06 with pseudo-sequence HLA-A02:06. The binding affinity (normalized) is 0.0269. (6) The peptide sequence is RTLLSRVYQIL. The MHC is Mamu-B08 with pseudo-sequence Mamu-B08. The binding affinity (normalized) is 0.0783. (7) The peptide sequence is VFSDGRVAC. The MHC is HLA-A33:01 with pseudo-sequence HLA-A33:01. The binding affinity (normalized) is 0.